This data is from Forward reaction prediction with 1.9M reactions from USPTO patents (1976-2016). The task is: Predict the product of the given reaction. The product is: [C:40]([C:36]1[CH:37]=[C:38]([F:39])[C:30]([C:10]2[CH:9]=[CH:8][CH:7]=[C:6]3[C:11]=2[C:2]([F:28])([F:1])[CH2:3][N:4]([C:21]([O:23][C:24]([CH3:25])([CH3:27])[CH3:26])=[O:22])[CH2:5]3)=[C:31]2[C:35]=1[NH:34][C:33]([CH3:43])=[C:32]2[CH3:44])(=[O:41])[NH2:42]. Given the reactants [F:1][C:2]1([F:28])[C:11]2[C:6](=[CH:7][CH:8]=[CH:9][C:10]=2B2OC(C)(C)C(C)(C)O2)[CH2:5][N:4]([C:21]([O:23][C:24]([CH3:27])([CH3:26])[CH3:25])=[O:22])[CH2:3]1.Br[C:30]1[C:38]([F:39])=[CH:37][C:36]([C:40]([NH2:42])=[O:41])=[C:35]2[C:31]=1[C:32]([CH3:44])=[C:33]([CH3:43])[NH:34]2.[O-]P([O-])([O-])=O.[K+].[K+].[K+].CCOC(C)=O, predict the reaction product.